This data is from NCI-60 drug combinations with 297,098 pairs across 59 cell lines. The task is: Regression. Given two drug SMILES strings and cell line genomic features, predict the synergy score measuring deviation from expected non-interaction effect. (1) Drug 1: CC(C)CN1C=NC2=C1C3=CC=CC=C3N=C2N. Drug 2: B(C(CC(C)C)NC(=O)C(CC1=CC=CC=C1)NC(=O)C2=NC=CN=C2)(O)O. Cell line: HOP-62. Synergy scores: CSS=36.3, Synergy_ZIP=-0.586, Synergy_Bliss=-4.16, Synergy_Loewe=-4.55, Synergy_HSA=-4.36. (2) Drug 1: CC1=C2C(C(=O)C3(C(CC4C(C3C(C(C2(C)C)(CC1OC(=O)C(C(C5=CC=CC=C5)NC(=O)OC(C)(C)C)O)O)OC(=O)C6=CC=CC=C6)(CO4)OC(=O)C)OC)C)OC. Drug 2: COCCOC1=C(C=C2C(=C1)C(=NC=N2)NC3=CC=CC(=C3)C#C)OCCOC.Cl. Cell line: PC-3. Synergy scores: CSS=56.0, Synergy_ZIP=15.7, Synergy_Bliss=14.8, Synergy_Loewe=-20.5, Synergy_HSA=16.1. (3) Drug 1: CC1=CC=C(C=C1)C2=CC(=NN2C3=CC=C(C=C3)S(=O)(=O)N)C(F)(F)F. Drug 2: COC1=NC(=NC2=C1N=CN2C3C(C(C(O3)CO)O)O)N. Cell line: UACC62. Synergy scores: CSS=1.59, Synergy_ZIP=1.06, Synergy_Bliss=3.40, Synergy_Loewe=1.38, Synergy_HSA=1.28. (4) Drug 1: C1=CC(=CC=C1CC(C(=O)O)N)N(CCCl)CCCl.Cl. Drug 2: CC1CCCC2(C(O2)CC(NC(=O)CC(C(C(=O)C(C1O)C)(C)C)O)C(=CC3=CSC(=N3)C)C)C. Cell line: K-562. Synergy scores: CSS=5.86, Synergy_ZIP=-3.70, Synergy_Bliss=-0.964, Synergy_Loewe=-7.40, Synergy_HSA=-5.43. (5) Drug 2: C1=NC2=C(N=C(N=C2N1C3C(C(C(O3)CO)O)F)Cl)N. Drug 1: COC1=C(C=C2C(=C1)N=CN=C2NC3=CC(=C(C=C3)F)Cl)OCCCN4CCOCC4. Cell line: HT29. Synergy scores: CSS=47.2, Synergy_ZIP=6.46, Synergy_Bliss=8.08, Synergy_Loewe=3.42, Synergy_HSA=9.35. (6) Drug 1: CC1=C(C=C(C=C1)NC(=O)C2=CC=C(C=C2)CN3CCN(CC3)C)NC4=NC=CC(=N4)C5=CN=CC=C5. Drug 2: C1=CC=C(C(=C1)C(C2=CC=C(C=C2)Cl)C(Cl)Cl)Cl. Cell line: OVCAR3. Synergy scores: CSS=-5.06, Synergy_ZIP=1.19, Synergy_Bliss=-4.00, Synergy_Loewe=-6.65, Synergy_HSA=-7.45.